This data is from Full USPTO retrosynthesis dataset with 1.9M reactions from patents (1976-2016). The task is: Predict the reactants needed to synthesize the given product. (1) Given the product [Br:1][C:2]1[CH:3]=[CH:4][C:5]([N:15]([CH2:14][CH2:13][O:12][CH3:11])[CH3:16])=[C:6]([CH:9]=1)[CH:7]=[O:8], predict the reactants needed to synthesize it. The reactants are: [Br:1][C:2]1[CH:3]=[CH:4][C:5](F)=[C:6]([CH:9]=1)[CH:7]=[O:8].[CH3:11][O:12][CH2:13][CH2:14][NH:15][CH3:16].C(=O)([O-])[O-].[Na+].[Na+].CS(C)=O. (2) Given the product [Cl:9][C:8]1[N:1]=[C:2]([Cl:3])[N:4]=[C:5]([NH:27][C:25]2[NH:24][N:23]=[C:22]([CH:19]3[CH2:21][CH2:20]3)[CH:26]=2)[N:7]=1, predict the reactants needed to synthesize it. The reactants are: [N:1]1[C:8]([Cl:9])=[N:7][C:5](Cl)=[N:4][C:2]=1[Cl:3].C(N(C(C)C)CC)(C)C.[CH:19]1([C:22]2[CH:26]=[C:25]([NH2:27])[NH:24][N:23]=2)[CH2:21][CH2:20]1.